From a dataset of Forward reaction prediction with 1.9M reactions from USPTO patents (1976-2016). Predict the product of the given reaction. (1) The product is: [CH2:10]([O:12][CH:13]([O:29][CH2:30][CH3:31])[CH2:14][O:9][C@@H:4]([CH:1]1[CH2:3][CH2:2]1)[CH2:5]/[CH:6]=[CH:7]/[CH3:8])[CH3:11]. Given the reactants [CH:1]1([C@H:4]([OH:9])[CH2:5]/[CH:6]=[CH:7]/[CH3:8])[CH2:3][CH2:2]1.[CH2:10]([O:12][CH:13]([O:29][CH2:30][CH3:31])[CH2:14]O[C@H](CC=C)COCC1C=CC=CC=1)[CH3:11], predict the reaction product. (2) Given the reactants [CH2:1]([O:3][C:4](=[O:24])[CH:5]=[C:6]([C:13]1[CH:21]=[CH:20][CH:19]=[C:18]2[C:14]=1[C:15]([C:22]#[N:23])=[CH:16][NH:17]2)[C:7]1[CH:12]=[CH:11][CH:10]=[CH:9][CH:8]=1)[CH3:2].CCOC(C)=O, predict the reaction product. The product is: [CH2:1]([O:3][C:4](=[O:24])[CH2:5][CH:6]([C:13]1[CH:21]=[CH:20][CH:19]=[C:18]2[C:14]=1[C:15]([C:22]#[N:23])=[CH:16][NH:17]2)[C:7]1[CH:8]=[CH:9][CH:10]=[CH:11][CH:12]=1)[CH3:2]. (3) Given the reactants [CH3:1][O:2][C:3]1[CH:4]=[C:5]([N:11]2[CH:15]=[C:14]([C:16](OC)=[O:17])[C:13]([CH3:20])=[N:12]2)[CH:6]=[C:7]([O:9][CH3:10])[CH:8]=1.[H-].[Al+3].[Li+].[H-].[H-].[H-], predict the reaction product. The product is: [CH3:10][O:9][C:7]1[CH:6]=[C:5]([N:11]2[CH:15]=[C:14]([CH:16]=[O:17])[C:13]([CH3:20])=[N:12]2)[CH:4]=[C:3]([O:2][CH3:1])[CH:8]=1. (4) Given the reactants [F:1][C:2]1[CH:8]=[CH:7][C:5]([NH2:6])=[CH:4][CH:3]=1.C(N(CC)CC)C.[CH2:16](Br)[C:17]1[CH:22]=[CH:21][CH:20]=[CH:19][CH:18]=1, predict the reaction product. The product is: [CH2:16]([NH:6][C:5]1[CH:7]=[CH:8][C:2]([F:1])=[CH:3][CH:4]=1)[C:17]1[CH:22]=[CH:21][CH:20]=[CH:19][CH:18]=1.